Dataset: Catalyst prediction with 721,799 reactions and 888 catalyst types from USPTO. Task: Predict which catalyst facilitates the given reaction. (1) Reactant: [CH2:1]([O:8][C:9]([N:11]1[CH2:15][C:14](=[CH2:16])[C@@:13]([CH3:20])(C(O)=O)[CH2:12]1)=[O:10])[C:2]1[CH:7]=[CH:6][CH:5]=[CH:4][CH:3]=1.C([N:23](CC)CC)C.C1(P(N=[N+]=[N-])(C2C=CC=CC=2)=O)C=CC=CC=1.[C:45](O[C:45]([O:47][C:48]([CH3:51])([CH3:50])[CH3:49])=[O:46])([O:47][C:48]([CH3:51])([CH3:50])[CH3:49])=[O:46]. Product: [CH2:1]([O:8][C:9]([N:11]1[CH2:15][C:14](=[CH2:16])[C@:13]([NH:23][C:45]([O:47][C:48]([CH3:51])([CH3:50])[CH3:49])=[O:46])([CH3:20])[CH2:12]1)=[O:10])[C:2]1[CH:3]=[CH:4][CH:5]=[CH:6][CH:7]=1. The catalyst class is: 11. (2) Reactant: Br[C:2]1[CH:3]=[C:4]2[C:8](=[CH:9][CH:10]=1)[N:7]([CH3:11])[C:6](=[O:12])[CH2:5]2.CC([O-])=O.[K+].[CH3:18][C:19]1([CH3:35])[C:23]([CH3:25])([CH3:24])[O:22][B:21]([B:21]2[O:22][C:23]([CH3:25])([CH3:24])[C:19]([CH3:35])([CH3:18])[O:20]2)[O:20]1.O. Product: [CH3:11][N:7]1[C:8]2[C:4](=[CH:3][C:2]([B:21]3[O:22][C:23]([CH3:25])([CH3:24])[C:19]([CH3:35])([CH3:18])[O:20]3)=[CH:10][CH:9]=2)[CH2:5][C:6]1=[O:12]. The catalyst class is: 418. (3) Reactant: [CH3:1][O:2][C:3](=[O:14])[C@H:4]([CH2:6][C:7]1[CH:12]=[CH:11][C:10]([OH:13])=[CH:9][CH:8]=1)[NH2:5].[C:15]([CH2:23][C:24]([CH3:26])=O)(=[O:22])[C:16]1[CH:21]=[CH:20][CH:19]=[N:18][CH:17]=1. Product: [CH3:1][O:2][C:3](=[O:14])[CH:4]([NH:5][C:24]([CH3:26])=[CH:23][C:15](=[O:22])[C:16]1[CH:17]=[N:18][CH:19]=[CH:20][CH:21]=1)[CH2:6][C:7]1[CH:8]=[CH:9][C:10]([OH:13])=[CH:11][CH:12]=1. The catalyst class is: 5. (4) Reactant: [H-].[Na+].[CH3:3][C:4]1[CH:5]=[CH:6][C:7]([S:10]([NH2:13])(=[O:12])=[O:11])=[CH:8][CH:9]=1.[Br:14][C:15]1[CH:16]=[C:17]([F:25])[C:18]([CH2:23]Br)=[C:19]([CH2:21]Br)[CH:20]=1. Product: [Br:14][C:15]1[CH:20]=[C:19]2[C:18]([CH2:23][N:13]([S:10]([C:7]3[CH:6]=[CH:5][C:4]([CH3:3])=[CH:9][CH:8]=3)(=[O:12])=[O:11])[CH2:21]2)=[C:17]([F:25])[CH:16]=1. The catalyst class is: 3. (5) Reactant: [Cl:1][C:2]1[CH:3]=[CH:4][C:5]2[N:9]([S:10]([C:13]3[CH:18]=[CH:17][C:16]([O:19][CH3:20])=[CH:15][CH:14]=3)(=[O:12])=[O:11])[C:8](=[O:21])[N:7]([CH:22]([C:34]3[CH:39]=[CH:38][CH:37]=[CH:36][CH:35]=3)[C:23]([NH:25][CH2:26][CH2:27][N:28]3[CH2:33][CH2:32][NH:31][CH2:30][CH2:29]3)=[O:24])[C:6]=2[CH:40]=1.C=O.[C:43](O[BH-](OC(=O)C)OC(=O)C)(=O)C. Product: [Cl:1][C:2]1[CH:3]=[CH:4][C:5]2[N:9]([S:10]([C:13]3[CH:18]=[CH:17][C:16]([O:19][CH3:20])=[CH:15][CH:14]=3)(=[O:11])=[O:12])[C:8](=[O:21])[N:7]([CH:22]([C:34]3[CH:39]=[CH:38][CH:37]=[CH:36][CH:35]=3)[C:23]([NH:25][CH2:26][CH2:27][N:28]3[CH2:29][CH2:30][N:31]([CH3:43])[CH2:32][CH2:33]3)=[O:24])[C:6]=2[CH:40]=1. The catalyst class is: 1. (6) Product: [CH2:9]1[NH:8][CH2:13][CH2:12][N:11]2[C:14](=[O:17])[CH2:15][CH2:16][C@@H:10]12. Reactant: C([N:8]1[CH2:13][CH2:12][N:11]2[C:14](=[O:17])[CH2:15][CH2:16][C@H:10]2[CH2:9]1)C1C=CC=CC=1.C([O-])=O.[NH4+]. The catalyst class is: 19. (7) Reactant: [CH3:1][C:2]([CH3:4])=O.[NH2:5][CH2:6][C:7]1([NH2:17])[CH2:12][C:11]([CH3:14])([CH3:13])[NH:10][C:9]([CH3:16])([CH3:15])[CH2:8]1. Product: [CH3:1][C:2]1([CH3:4])[NH:5][CH2:6][C:7]2([CH2:8][C:9]([CH3:16])([CH3:15])[NH:10][C:11]([CH3:14])([CH3:13])[CH2:12]2)[NH:17]1. The catalyst class is: 22. (8) Reactant: [NH2:1][C:2]1[S:10][C:5]2[CH2:6][O:7][CH2:8][CH2:9][C:4]=2[C:3]=1[C:11]([NH2:13])=[O:12].N1C=CC=CC=1.Cl[C:21]([O:23][C:24]1[CH:29]=[CH:28][CH:27]=[CH:26][CH:25]=1)=[O:22]. Product: [C:24]1([O:23][C:21](=[O:22])[NH:1][C:2]2[S:10][C:5]3[CH2:6][O:7][CH2:8][CH2:9][C:4]=3[C:3]=2[C:11](=[O:12])[NH2:13])[CH:29]=[CH:28][CH:27]=[CH:26][CH:25]=1. The catalyst class is: 30. (9) Product: [Cl:1][C:2]1[C:3]([NH:23][C:24]2[CH:28]=[C:27]([CH3:29])[NH:26][N:25]=2)=[N:4][C:5]([NH:8][C:9]2[CH:14]=[C:13]([CH3:15])[C:12]([CH:16]3[CH2:21][CH2:20][N:19]([CH2:31][CH2:32][C:33]4[O:37][N:36]=[C:35]([CH:38]([CH3:40])[CH3:39])[N:34]=4)[CH2:18][CH2:17]3)=[CH:11][C:10]=2[CH3:22])=[N:6][CH:7]=1. Reactant: [Cl:1][C:2]1[C:3]([NH:23][C:24]2[CH:28]=[C:27]([CH3:29])[NH:26][N:25]=2)=[N:4][C:5]([NH:8][C:9]2[CH:14]=[C:13]([CH3:15])[C:12]([CH:16]3[CH2:21][CH2:20][NH:19][CH2:18][CH2:17]3)=[CH:11][C:10]=2[CH3:22])=[N:6][CH:7]=1.Cl[CH2:31][CH2:32][C:33]1[O:37][N:36]=[C:35]([CH:38]([CH3:40])[CH3:39])[N:34]=1.CCN(C(C)C)C(C)C. The catalyst class is: 37.